Dataset: Catalyst prediction with 721,799 reactions and 888 catalyst types from USPTO. Task: Predict which catalyst facilitates the given reaction. (1) Reactant: Cl.Cl.[NH2:3][C:4]1[CH:12]=[CH:11][C:7]([C:8]([NH2:10])=N)=[CH:6][CH:5]=1.C[N:14](C=O)C.[C:18]1(=[O:24])[O:23][C:21](=[O:22])[CH2:20][CH2:19]1.CN(C1C=CC=CN=1)C. Product: [NH2:14][N:10]=[CH:8][C:7]1[CH:6]=[CH:5][C:4]([NH:3][C:18](=[O:24])[CH2:19][CH2:20][C:21]([OH:23])=[O:22])=[CH:12][CH:11]=1. The catalyst class is: 17. (2) Reactant: [F:1][C:2]([F:42])([F:41])[C@H:3]([N:28]1[CH2:32][CH2:31][C@H:30]([NH:33][C:34](=[O:40])[O:35][C:36]([CH3:39])([CH3:38])[CH3:37])[CH2:29]1)[C:4]1[CH:5]=[CH:6][C:7]2[N:8]([C:10]([C:13]3[CH:22]=[CH:21][C:20]4[C:15](=[CH:16][C:17]([O:24][CH2:25][CH2:26][OH:27])=[C:18]([F:23])[CH:19]=4)[N:14]=3)=[N:11][N:12]=2)[CH:9]=1.[C:43](O[C:43](=[O:48])[C:44](C)([CH3:46])[CH3:45])(=[O:48])[C:44](C)([CH3:46])[CH3:45]. Product: [C:43]([O:27][CH2:26][CH2:25][O:24][C:17]1[CH:16]=[C:15]2[C:20]([CH:21]=[CH:22][C:13]([C:10]3[N:8]4[CH:9]=[C:4]([C@@H:3]([N:28]5[CH2:32][CH2:31][C@H:30]([NH:33][C:34]([O:35][C:36]([CH3:39])([CH3:37])[CH3:38])=[O:40])[CH2:29]5)[C:2]([F:1])([F:41])[F:42])[CH:5]=[CH:6][C:7]4=[N:12][N:11]=3)=[N:14]2)=[CH:19][C:18]=1[F:23])(=[O:48])[CH:44]([CH3:46])[CH3:45]. The catalyst class is: 377. (3) Reactant: [CH2:1]([NH:5][C:6]1[CH:13]=[CH:12][C:9]([C:10]#[N:11])=[CH:8][C:7]=1[N+:14]([O-])=O)[CH2:2][CH:3]=[CH2:4].[Sn](Cl)Cl. Product: [NH2:14][C:7]1[CH:8]=[C:9]([CH:12]=[CH:13][C:6]=1[NH:5][CH2:1][CH2:2][CH:3]=[CH2:4])[C:10]#[N:11]. The catalyst class is: 8. (4) Reactant: [C:1]1([S:7]([N:10]2[C:14]3=[N:15][CH:16]=[C:17]([O:19][CH3:20])[CH:18]=[C:13]3[CH:12]=[C:11]2[CH:21]([C:23]2[CH:28]=[CH:27][C:26]([S:29][CH3:30])=[C:25]([C:31]([F:34])([F:33])[F:32])[CH:24]=2)[OH:22])(=[O:9])=[O:8])[CH:6]=[CH:5][CH:4]=[CH:3][CH:2]=1.CC(OI1(OC(C)=O)(OC(C)=O)OC(=O)C2C=CC=CC1=2)=O. Product: [C:1]1([S:7]([N:10]2[C:14]3=[N:15][CH:16]=[C:17]([O:19][CH3:20])[CH:18]=[C:13]3[CH:12]=[C:11]2[C:21]([C:23]2[CH:28]=[CH:27][C:26]([S:29][CH3:30])=[C:25]([C:31]([F:32])([F:33])[F:34])[CH:24]=2)=[O:22])(=[O:9])=[O:8])[CH:6]=[CH:5][CH:4]=[CH:3][CH:2]=1. The catalyst class is: 4. (5) Reactant: C1C=CC(P(C2C(C3C(P(C4C=CC=CC=4)C4C=CC=CC=4)=CC=C4C=3C=CC=C4)=C3C(C=CC=C3)=CC=2)C2C=CC=CC=2)=CC=1.C([O-])([O-])=O.[Cs+].[Cs+].FC(F)(F)S(O[C:59]1[CH:64]=[C:63]([Cl:65])[C:62]([CH2:66][CH:67]2[CH2:71][CH2:70][N:69]([CH:72]3[CH2:77][CH2:76][CH2:75][CH2:74][CH2:73]3)[C:68]2=[O:78])=[C:61]([Cl:79])[CH:60]=1)(=O)=O.C(=[NH:95])(C1C=CC=CC=1)C1C=CC=CC=1.C([O-])(=O)C.[Na+].Cl.NO. Product: [NH2:95][C:59]1[CH:64]=[C:63]([Cl:65])[C:62]([CH2:66][CH:67]2[CH2:71][CH2:70][N:69]([CH:72]3[CH2:77][CH2:76][CH2:75][CH2:74][CH2:73]3)[C:68]2=[O:78])=[C:61]([Cl:79])[CH:60]=1. The catalyst class is: 720. (6) Reactant: [Br:1][C:2]1[CH:3]=[CH:4][C:5]([F:34])=[C:6]([C:8]([NH:27]S(C(C)(C)C)=O)([CH3:26])[CH2:9][C:10]2([S:16][CH2:17][C:18]3[CH:23]=[CH:22][C:21]([O:24][CH3:25])=[CH:20][CH:19]=3)[CH2:15][CH2:14][O:13][CH2:12][CH2:11]2)[CH:7]=1.Cl. Product: [Br:1][C:2]1[CH:3]=[CH:4][C:5]([F:34])=[C:6]([C:8]([NH2:27])([CH3:26])[CH2:9][C:10]2([S:16][CH2:17][C:18]3[CH:19]=[CH:20][C:21]([O:24][CH3:25])=[CH:22][CH:23]=3)[CH2:11][CH2:12][O:13][CH2:14][CH2:15]2)[CH:7]=1. The catalyst class is: 2.